From a dataset of Forward reaction prediction with 1.9M reactions from USPTO patents (1976-2016). Predict the product of the given reaction. (1) Given the reactants [CH3:1][N:2]([CH3:21])[C:3]1[CH:8]=[CH:7][C:6]([C:9]([C:12]2[CH:17]=[CH:16][C:15]([N:18]([CH3:20])[CH3:19])=[CH:14][CH:13]=2)=[CH:10][CH3:11])=[CH:5][CH:4]=1.ClCCCl.[Br:26]Br.N1C=CC=CC=1, predict the reaction product. The product is: [CH3:20][N:18]([CH3:19])[C:15]1[CH:14]=[CH:13][C:12]([C:9]([C:6]2[CH:5]=[CH:4][C:3]([N:2]([CH3:1])[CH3:21])=[CH:8][CH:7]=2)=[C:10]([Br:26])[CH3:11])=[CH:17][CH:16]=1. (2) Given the reactants [NH2:1][CH2:2][CH2:3][C:4]1[C:12]2[C:7](=[CH:8][CH:9]=[CH:10][CH:11]=2)[NH:6][CH:5]=1.[CH3:13][N:14]([CH3:28])[C:15]1([C:22]2[CH:27]=[CH:26][CH:25]=[CH:24][CH:23]=2)[CH2:20][CH2:19][C:18](=O)[CH2:17][CH2:16]1.C(O)(=O)C.C(O[BH-](OC(=O)C)OC(=O)C)(=O)C.[Na+], predict the reaction product. The product is: [NH:6]1[C:7]2[C:12](=[CH:11][CH:10]=[CH:9][CH:8]=2)[C:4]([CH2:3][CH2:2][NH:1][CH:18]2[CH2:17][CH2:16][C:15]([C:22]3[CH:23]=[CH:24][CH:25]=[CH:26][CH:27]=3)([N:14]([CH3:28])[CH3:13])[CH2:20][CH2:19]2)=[CH:5]1. (3) Given the reactants [OH-].[Na+].[F:3][CH:4]([F:38])[O:5][C:6]12[CH2:15][CH:10]3[CH2:11][CH:12]([CH2:14][CH:8]([CH:9]3[NH:16][C:17]([C:19]3[CH:20]=[N:21][N:22]([C:28]4[CH:37]=[CH:36][C:31]([C:32]([O:34]C)=[O:33])=[CH:30][CH:29]=4)[C:23]=3[S:24][CH2:25][CH2:26][CH3:27])=[O:18])[CH2:7]1)[CH2:13]2, predict the reaction product. The product is: [F:38][CH:4]([F:3])[O:5][C:6]12[CH2:15][CH:10]3[CH2:11][CH:12]([CH2:14][CH:8]([CH:9]3[NH:16][C:17]([C:19]3[CH:20]=[N:21][N:22]([C:28]4[CH:37]=[CH:36][C:31]([C:32]([OH:34])=[O:33])=[CH:30][CH:29]=4)[C:23]=3[S:24][CH2:25][CH2:26][CH3:27])=[O:18])[CH2:7]1)[CH2:13]2. (4) Given the reactants [NH:1]1[CH2:6][CH2:5][CH:4]([N:7]2[CH2:13][CH2:12][C:11]3[CH:14]=[CH:15][CH:16]=[CH:17][C:10]=3[NH:9][C:8]2=[O:18])[CH2:3][CH2:2]1.Cl[C:20]1[CH:25]=[C:24]([C:26]([N:28]2[C:36]3[C:31](=[CH:32][CH:33]=[CH:34][CH:35]=3)[CH2:30][CH2:29]2)=[O:27])[CH:23]=[CH:22][N:21]=1.CCN(C(C)C)C(C)C.CN(C=O)C, predict the reaction product. The product is: [N:28]1([C:26]([C:24]2[CH:23]=[CH:22][N:21]=[C:20]([N:1]3[CH2:2][CH2:3][CH:4]([N:7]4[CH2:13][CH2:12][C:11]5[CH:14]=[CH:15][CH:16]=[CH:17][C:10]=5[NH:9][C:8]4=[O:18])[CH2:5][CH2:6]3)[CH:25]=2)=[O:27])[C:36]2[C:31](=[CH:32][CH:33]=[CH:34][CH:35]=2)[CH2:30][CH2:29]1. (5) Given the reactants [Br:1][C:2]1[N:7]=[C:6]([C:8]2[S:12][CH:11]=[N:10][CH:9]=2)[CH:5]=[C:4]([CH3:13])[CH:3]=1.[Li+].CC([N-]C(C)C)C.[CH3:22][C@@H:23]1[CH2:28][C:27](=[O:29])[CH2:26][CH2:25][C@@H:24]1[C:30]([O:32][CH2:33][CH3:34])=[O:31], predict the reaction product. The product is: [Br:1][C:2]1[N:7]=[C:6]([C:8]2[S:12][C:11]([C:27]3([OH:29])[CH2:26][CH2:25][C@H:24]([C:30]([O:32][CH2:33][CH3:34])=[O:31])[C@H:23]([CH3:22])[CH2:28]3)=[N:10][CH:9]=2)[CH:5]=[C:4]([CH3:13])[CH:3]=1. (6) Given the reactants [CH3:1][O:2][C:3]([C:5]1[S:6][C:7]([CH:12]=[O:13])=[CH:8][C:9]=1[CH2:10][CH3:11])=[O:4].CC(=CC)C.[Cl-].[Na+].[O:21]1CCOCC1, predict the reaction product. The product is: [CH3:1][O:2][C:3]([C:5]1[S:6][C:7]([C:12]([OH:21])=[O:13])=[CH:8][C:9]=1[CH2:10][CH3:11])=[O:4]. (7) The product is: [PH:12](=[O:16])([O:11][CH2:9][C:10]1[CH:24]=[CH:25][CH:26]=[CH:27][CH:28]=1)[O:13][CH2:14][C:15]1[CH:28]=[CH:27][CH:26]=[CH:25][CH:24]=1. Given the reactants [O-]S(C(F)(F)F)(=O)=O.[CH2:9]([O:11][P:12](C(C)(C)CN)(=[O:16])[O:13][CH2:14][CH3:15])[CH3:10].N1[C:27]([CH3:28])=[CH:26][CH:25]=[CH:24]C=1C.C(=O)([O-])[O-].[Cs+].[Cs+], predict the reaction product.